From a dataset of Catalyst prediction with 721,799 reactions and 888 catalyst types from USPTO. Predict which catalyst facilitates the given reaction. (1) Reactant: [CH:1]1([S:4]([C:7]2[CH:12]=[CH:11][C:10]([CH:13]([C:21]3[NH:25][C:24]([C:26]4[N:31]=[CH:30][C:29]([C:32]([OH:34])=O)=[CH:28][CH:27]=4)=[CH:23][CH:22]=3)[CH2:14][CH:15]3[CH2:20][CH2:19][O:18][CH2:17][CH2:16]3)=[CH:9][CH:8]=2)(=[O:6])=[O:5])[CH2:3][CH2:2]1.[Cl-].[NH4+].Cl.C[N:39](C)CCCN=C=NCC.ON1C2C=CC=CC=2N=N1. Product: [CH:1]1([S:4]([C:7]2[CH:8]=[CH:9][C:10]([CH:13]([C:21]3[NH:25][C:24]([C:26]4[N:31]=[CH:30][C:29]([C:32]([NH2:39])=[O:34])=[CH:28][CH:27]=4)=[CH:23][CH:22]=3)[CH2:14][CH:15]3[CH2:20][CH2:19][O:18][CH2:17][CH2:16]3)=[CH:11][CH:12]=2)(=[O:6])=[O:5])[CH2:3][CH2:2]1. The catalyst class is: 681. (2) Product: [F:22][C:2]1([F:1])[CH2:7][CH2:6][N:5]([C:8]2[C:13]3=[N:14][C:15]([C:18]([OH:20])=[O:19])=[CH:16][N:17]=[C:12]3[CH:11]=[N:10][CH:9]=2)[CH2:4][CH2:3]1. The catalyst class is: 6. Reactant: [F:1][C:2]1([F:22])[CH2:7][CH2:6][N:5]([C:8]2[C:13]3=[N:14][C:15]([C:18]([O:20]C)=[O:19])=[CH:16][N:17]=[C:12]3[CH:11]=[N:10][CH:9]=2)[CH2:4][CH2:3]1.O1CCOCC1.[OH-].[Li+].Cl. (3) Reactant: [Cl-].[Al+3].[Cl-].[Cl-].[Cl:5][CH2:6][CH2:7][CH2:8][C:9](Cl)=[O:10].[C:12]([C:14]1[CH:15]=[C:16]2[C:20](=[CH:21][CH:22]=1)[NH:19][CH:18]=[CH:17]2)#[N:13]. Product: [Cl:5][CH2:6][CH2:7][CH2:8][C:9]([C:17]1[C:16]2[C:20](=[CH:21][CH:22]=[C:14]([C:12]#[N:13])[CH:15]=2)[NH:19][CH:18]=1)=[O:10]. The catalyst class is: 473. (4) Reactant: Cl.[C:2]1(=[O:12])[C:6]2([CH2:11][CH2:10][NH:9][CH2:8][CH2:7]2)[CH2:5][CH2:4][NH:3]1.[C:13]1([CH:19]([C:23]2[CH:28]=[CH:27][CH:26]=[CH:25][CH:24]=2)[CH2:20][CH2:21]Br)[CH:18]=[CH:17][CH:16]=[CH:15][CH:14]=1.C(=O)([O-])[O-].[K+].[K+].CN(C=O)C. Product: [C:13]1([CH:19]([C:23]2[CH:24]=[CH:25][CH:26]=[CH:27][CH:28]=2)[CH2:20][CH2:21][N:9]2[CH2:10][CH2:11][C:6]3([C:2](=[O:12])[NH:3][CH2:4][CH2:5]3)[CH2:7][CH2:8]2)[CH:18]=[CH:17][CH:16]=[CH:15][CH:14]=1. The catalyst class is: 6. (5) The catalyst class is: 365. Product: [Cl:17][CH2:18][C:19]([C:6]1[S:5][C:4]2[CH:7]=[CH:8][CH:9]=[C:10]([F:11])[C:3]=2[CH:2]=1)=[O:20]. Reactant: Br[C:2]1[C:3]2[C:10]([F:11])=[CH:9][CH:8]=[CH:7][C:4]=2[S:5][CH:6]=1.C([Li])CCC.[Cl:17][CH2:18][C:19](N(OC)C)=[O:20]. (6) Reactant: [N:1]1[CH:6]=[CH:5][C:4]([CH:7]=[O:8])=[CH:3][CH:2]=1.[OH-].[K+].[CH2:11]([N:13]([CH2:19][CH3:20])[C:14](=[O:18])[CH2:15][N+:16]#[C-:17])[CH3:12]. Product: [CH2:11]([N:13]([CH2:19][CH3:20])[C:14]([C@H:15]1[C@H:7]([C:4]2[CH:5]=[CH:6][N:1]=[CH:2][CH:3]=2)[O:8][CH:17]=[N:16]1)=[O:18])[CH3:12]. The catalyst class is: 5. (7) Reactant: [C:1]([OH:4])(=O)[CH3:2].[Br:5]N1C(=O)CCC1=O.[C:13]1([OH:23])[C:22]2[C:17](=[CH:18][CH:19]=[CH:20][CH:21]=2)C=C[CH:14]=1. Product: [Br:5][C:14]1[C:13](=[O:23])[C:22]2[C:17]([C:1](=[O:4])[CH:2]=1)=[CH:18][CH:19]=[CH:20][CH:21]=2. The catalyst class is: 6. (8) Reactant: [Br:1][CH:2]([C:5]1[N:6]=[C:7]2[CH:15]=[CH:14][CH:13]=[C:12]([CH3:16])[N:8]2[C:9](=[O:11])[CH:10]=1)[CH2:3][CH3:4].[I:17]N1C(=O)CCC1=O. Product: [Br:1][CH:2]([C:5]1[N:6]=[C:7]2[CH:15]=[CH:14][CH:13]=[C:12]([CH3:16])[N:8]2[C:9](=[O:11])[C:10]=1[I:17])[CH2:3][CH3:4]. The catalyst class is: 10. (9) Reactant: Br[C:2]1[C:3]([C:7]([OH:9])=[O:8])=[CH:4][S:5][CH:6]=1.C(=O)([O-])[O-].[Cs+].[Cs+].[N:16]1[NH:17][N:18]=[CH:19][CH:20]=1.CNC1CCCCC1NC.[OH-].[Na+]. Product: [N:16]1[N:17]([C:2]2[C:3]([C:7]([OH:9])=[O:8])=[CH:4][S:5][CH:6]=2)[N:18]=[CH:19][CH:20]=1. The catalyst class is: 122. (10) Product: [C:25]([C:24]1[N:23]=[C:22]([NH:37][C:38]([CH:40]([N:42]([CH3:50])[C:43](=[O:49])[O:44][C:45]([CH3:47])([CH3:48])[CH3:46])[CH3:41])=[O:39])[CH:21]=[CH:20][C:19]=1[C:18]1[N:12]2[CH:13]=[CH:14][C:15]([CH3:17])=[CH:16][C:11]2=[N:10][C:9]=1[C:8]1[C:3]([O:2][CH3:1])=[N:4][CH:5]=[CH:6][CH:7]=1)#[CH:26]. Reactant: [CH3:1][O:2][C:3]1[C:8]([C:9]2[N:10]=[C:11]3[CH:16]=[C:15]([CH3:17])[CH:14]=[CH:13][N:12]3[C:18]=2[C:19]2[CH:20]=[CH:21][C:22]([NH:37][C:38]([CH:40]([N:42]([CH3:50])[C:43](=[O:49])[O:44][C:45]([CH3:48])([CH3:47])[CH3:46])[CH3:41])=[O:39])=[N:23][C:24]=2[C:25]#[C:26][Si](C(C)C)(C(C)C)C(C)C)=[CH:7][CH:6]=[CH:5][N:4]=1.C1COCC1.[F-].C([N+](CCCC)(CCCC)CCCC)CCC. The catalyst class is: 25.